From a dataset of Catalyst prediction with 721,799 reactions and 888 catalyst types from USPTO. Predict which catalyst facilitates the given reaction. (1) Reactant: [NH2:1][C:2]1[CH:7]=[CH:6][CH:5]=[CH:4][C:3]=1[NH2:8].[OH:9][C@@H:10]([CH3:14])[C:11](O)=O.N. Product: [NH:1]1[C:2]2[CH:7]=[CH:6][CH:5]=[CH:4][C:3]=2[N:8]=[C:11]1[C@@H:10]([OH:9])[CH3:14]. The catalyst class is: 33. (2) Reactant: [CH3:1][O:2][C:3]1[CH:4]=[C:5]([CH:8]=[CH:9][CH:10]=1)[CH2:6][NH2:7].C(N(CC)CC)C.[F:18][C:19]1[CH:24]=[C:23]([S:25][C:26]([F:29])([F:28])[F:27])[CH:22]=[CH:21][C:20]=1[N:30]([CH3:34])[C:31](Cl)=[O:32]. Product: [F:18][C:19]1[CH:24]=[C:23]([S:25][C:26]([F:29])([F:28])[F:27])[CH:22]=[CH:21][C:20]=1[N:30]([CH3:34])[C:31]([NH:7][CH2:6][C:5]1[CH:8]=[CH:9][CH:10]=[C:3]([O:2][CH3:1])[CH:4]=1)=[O:32]. The catalyst class is: 282. (3) Reactant: [CH2:1]([S:3][CH2:4][CH2:5][O:6][C:7]1[CH:12]=[C:11]([CH3:13])[C:10]([C:14]2[CH:19]=[CH:18][CH:17]=[C:16]([CH2:20][O:21][C:22]3[CH:34]=[CH:33][C:25]4[C@H:26]([CH2:29][C:30]([OH:32])=[O:31])[CH2:27][O:28][C:24]=4[CH:23]=3)[CH:15]=2)=[C:9]([CH3:35])[CH:8]=1)[CH3:2].S(O[O-])([O-])(=O)=[O:37].[K+].[K+].[OH2:44]. Product: [CH2:1]([S:3]([CH2:4][CH2:5][O:6][C:7]1[CH:8]=[C:9]([CH3:35])[C:10]([C:14]2[CH:19]=[CH:18][CH:17]=[C:16]([CH2:20][O:21][C:22]3[CH:34]=[CH:33][C:25]4[C@H:26]([CH2:29][C:30]([OH:32])=[O:31])[CH2:27][O:28][C:24]=4[CH:23]=3)[CH:15]=2)=[C:11]([CH3:13])[CH:12]=1)(=[O:37])=[O:44])[CH3:2]. The catalyst class is: 5. (4) Reactant: C([N:4]1[C:12]2[C:7](=[CH:8][C:9]([C:13]3[NH:14][C:15]4[N:16]([N:20]=[C:21]([C:23]5[CH:28]=[CH:27][CH:26]=[CH:25][N:24]=5)[N:22]=4)[C:17](=[O:19])[CH:18]=3)=[CH:10][CH:11]=2)[CH:6]=[N:5]1)(=O)C.C(=O)([O-])[O-].[K+].[K+]. Product: [NH:4]1[C:12]2[C:7](=[CH:8][C:9]([C:13]3[NH:14][C:15]4[N:16]([N:20]=[C:21]([C:23]5[CH:28]=[CH:27][CH:26]=[CH:25][N:24]=5)[N:22]=4)[C:17](=[O:19])[CH:18]=3)=[CH:10][CH:11]=2)[CH:6]=[N:5]1. The catalyst class is: 24. (5) Reactant: O.O.O.O.[C:5]([O-:8])(=[O:7])[CH3:6].[Mg+2:9].[C:10]([O-:13])(=[O:12])[CH3:11]. Product: [C:5]([O-:8])(=[O:7])[CH3:6].[Mg+2:9].[C:10]([O-:13])(=[O:12])[CH3:11]. The catalyst class is: 52.